The task is: Predict the product of the given reaction.. This data is from Forward reaction prediction with 1.9M reactions from USPTO patents (1976-2016). Given the reactants [H-].[Na+].[F:3][C:4]1[CH:27]=[C:26]([F:28])[CH:25]=[CH:24][C:5]=1[CH2:6][C@@H:7]([CH:22]=[CH2:23])[C@@H:8]([OH:21])[C@@H:9]([O:11][CH2:12][C:13]1[CH:18]=[CH:17][C:16]([O:19][CH3:20])=[CH:15][CH:14]=1)[CH3:10].[CH2:29](Br)[C:30]1[CH:35]=[CH:34][CH:33]=[CH:32][CH:31]=1, predict the reaction product. The product is: [CH2:29]([O:21][C@@H:8]([C@@H:9]([O:11][CH2:12][C:13]1[CH:18]=[CH:17][C:16]([O:19][CH3:20])=[CH:15][CH:14]=1)[CH3:10])[C@H:7]([CH:22]=[CH2:23])[CH2:6][C:5]1[CH:24]=[CH:25][C:26]([F:28])=[CH:27][C:4]=1[F:3])[C:30]1[CH:35]=[CH:34][CH:33]=[CH:32][CH:31]=1.